Task: Predict the product of the given reaction.. Dataset: Forward reaction prediction with 1.9M reactions from USPTO patents (1976-2016) (1) Given the reactants [O-]CC.[Na+].[C:5]([O:14][CH2:15][CH3:16])(=[O:13])[CH2:6][CH2:7][C:8]([O:10]CC)=[O:9].[CH2:17]([N:24]1[C:28]([CH:29]=O)=[CH:27][N:26]=[C:25]1[C:31]([CH3:34])([CH3:33])[CH3:32])[C:18]1[CH:23]=[CH:22][CH:21]=[CH:20][CH:19]=1, predict the reaction product. The product is: [CH2:17]([N:24]1[C:28](/[CH:29]=[C:6](/[C:5]([O:14][CH2:15][CH3:16])=[O:13])\[CH2:7][C:8]([OH:10])=[O:9])=[CH:27][N:26]=[C:25]1[C:31]([CH3:34])([CH3:33])[CH3:32])[C:18]1[CH:19]=[CH:20][CH:21]=[CH:22][CH:23]=1. (2) Given the reactants [Cl:1][C:2]1[CH:8]=[CH:7][C:5]([OH:6])=[CH:4][C:3]=1[OH:9].[CH3:10][O:11][C:12]1[CH:17]=[CH:16][CH:15]=[CH:14][C:13]=1[CH2:18][C:19]([OH:21])=O.P(Cl)(Cl)(Cl)(Cl)Cl.[CH3:28]N(C=O)C, predict the reaction product. The product is: [Cl:1][C:2]1[CH:8]=[C:7]2[C:5](=[CH:4][C:3]=1[OH:9])[O:6][CH:28]=[C:18]([C:13]1[CH:14]=[CH:15][CH:16]=[CH:17][C:12]=1[O:11][CH3:10])[C:19]2=[O:21]. (3) Given the reactants [CH3:1][N:2]([CH3:17])[C:3]([C:5]1[CH:6]=[C:7]([OH:16])[C:8]2[N:9]([C:11]([CH3:15])=[C:12]([CH3:14])[N:13]=2)[CH:10]=1)=[O:4].[O:18]1[CH:20]2[CH2:21][C:22]3[C:27]([CH:19]12)=[C:26]([O:28][CH3:29])[CH:25]=[CH:24][CH:23]=3.C(N(CC)CC)C, predict the reaction product. The product is: [OH:18][C@@H:20]1[CH2:21][C:22]2[C:27](=[C:26]([O:28][CH3:29])[CH:25]=[CH:24][CH:23]=2)[C@H:19]1[O:16][C:7]1[C:8]2[N:9]([C:11]([CH3:15])=[C:12]([CH3:14])[N:13]=2)[CH:10]=[C:5]([C:3]([N:2]([CH3:1])[CH3:17])=[O:4])[CH:6]=1. (4) Given the reactants FC(F)(F)S(O[C:7]1[C:12]([CH2:14][F:15])([CH3:13])[CH2:11][CH2:10][CH2:9][CH:8]=1)(=O)=O.[B:18]1([B:18]2[O:22][C:21]([CH3:24])([CH3:23])[C:20]([CH3:26])([CH3:25])[O:19]2)[O:22][C:21]([CH3:24])([CH3:23])[C:20]([CH3:26])([CH3:25])[O:19]1.C([O-])(=O)C.[K+], predict the reaction product. The product is: [F:15][CH2:14][C:12]1([CH3:13])[CH2:11][CH2:10][C:9]([B:18]2[O:22][C:21]([CH3:24])([CH3:23])[C:20]([CH3:26])([CH3:25])[O:19]2)=[CH:8][CH2:7]1. (5) Given the reactants [CH3:1][NH:2][CH2:3][CH2:4][CH2:5][CH:6]1[C:16]2[CH:17]=[CH:18][CH:19]=[CH:20][C:15]=2[CH:14]=[CH:13][C:12]2[CH:11]=[CH:10][CH:9]=[CH:8][C:7]1=2.[ClH:21], predict the reaction product. The product is: [CH3:1][NH:2][CH2:3][CH2:4][CH2:5][CH:6]1[C:7]2[CH:8]=[CH:9][CH:10]=[CH:11][C:12]=2[CH:13]=[CH:14][C:15]2[CH:20]=[CH:19][CH:18]=[CH:17][C:16]1=2.[ClH:21]. (6) Given the reactants C[Si]([C:5]#[C:6][S:7]([C:10]1[CH:15]=[CH:14][C:13]([CH3:16])=[CH:12][CH:11]=1)(=[O:9])=[O:8])(C)C.[Br:17]N1C(=O)CCC1=O, predict the reaction product. The product is: [Br:17][C:5]#[C:6][S:7]([C:10]1[CH:15]=[CH:14][C:13]([CH3:16])=[CH:12][CH:11]=1)(=[O:9])=[O:8]. (7) Given the reactants [CH2:1]([O:8][C:9]1[N:13]([CH2:14][C:15]2[CH:24]=[CH:23][C:18]([C:19](OC)=[O:20])=[CH:17][CH:16]=2)[N:12]=[C:11]([C:25]([CH3:28])([CH3:27])[CH3:26])[CH:10]=1)[C:2]1[CH:7]=[CH:6][CH:5]=[CH:4][CH:3]=1.[H-].[Al+3].[Li+].[H-].[H-].[H-].C(O)C.[Cl-].[NH4+], predict the reaction product. The product is: [CH2:1]([O:8][C:9]1[N:13]([CH2:14][C:15]2[CH:16]=[CH:17][C:18]([CH2:19][OH:20])=[CH:23][CH:24]=2)[N:12]=[C:11]([C:25]([CH3:28])([CH3:27])[CH3:26])[CH:10]=1)[C:2]1[CH:7]=[CH:6][CH:5]=[CH:4][CH:3]=1.